The task is: Predict the reaction yield, written as a fraction of the theoretical maximum amount of product (1.0 means a 100% yield; for example, 0.34 means a 34% yield).. This data is from Reaction yield outcomes from USPTO patents with 853,638 reactions. The reactants are [Br:1]N1C(=O)CCC1=O.[F:9][C:10]1[CH:15]=[CH:14][C:13]([CH3:16])=[CH:12][N:11]=1. The catalyst is C(Cl)(Cl)(Cl)Cl.C(OOC(=O)C1C=CC=CC=1)(=O)C1C=CC=CC=1. The product is [Br:1][CH2:16][C:13]1[CH:14]=[CH:15][C:10]([F:9])=[N:11][CH:12]=1. The yield is 0.540.